From a dataset of Full USPTO retrosynthesis dataset with 1.9M reactions from patents (1976-2016). Predict the reactants needed to synthesize the given product. Given the product [CH3:12][O:11][C:4]1[CH:3]=[C:2]([N:18]2[CH2:19][CH2:20][CH:15]([N:14]([CH3:21])[CH3:13])[CH2:16][CH2:17]2)[CH:7]=[CH:6][C:5]=1[N+:8]([O-:10])=[O:9], predict the reactants needed to synthesize it. The reactants are: F[C:2]1[CH:7]=[CH:6][C:5]([N+:8]([O-:10])=[O:9])=[C:4]([O:11][CH3:12])[CH:3]=1.[CH3:13][N:14]([CH3:21])[CH:15]1[CH2:20][CH2:19][NH:18][CH2:17][CH2:16]1.